The task is: Predict the reactants needed to synthesize the given product.. This data is from Full USPTO retrosynthesis dataset with 1.9M reactions from patents (1976-2016). (1) Given the product [NH2:19][C:15]1[N:14]=[CH:13][N:12]=[C:11]2[C:16]=1[N:17]=[CH:18][N:10]2[C@H:9]1[C@H:4]([OH:3])[C@H:5]([OH:6])[C@@H:7]([CH2:20][N:21]([CH3:42])[CH:22]2[CH2:23][CH:24]([CH2:26][CH2:27][C:28]3[NH:32][C:31]4[CH:33]=[CH:34][C:35]([C:37]5([CH3:41])[CH2:40][CH2:39][CH2:38]5)=[CH:36][C:30]=4[N:29]=3)[CH2:25]2)[O:8]1, predict the reactants needed to synthesize it. The reactants are: CC1(C)[O:6][C@@H:5]2[C@@H:7]([CH2:20][N:21]([CH3:42])[CH:22]3[CH2:25][CH:24]([CH2:26][CH2:27][C:28]4[NH:32][C:31]5[CH:33]=[CH:34][C:35]([C:37]6([CH3:41])[CH2:40][CH2:39][CH2:38]6)=[CH:36][C:30]=5[N:29]=4)[CH2:23]3)[O:8][C@@H:9]([N:10]3[CH:18]=[N:17][C:16]4[C:11]3=[N:12][CH:13]=[N:14][C:15]=4[NH2:19])[C@@H:4]2[O:3]1.FC(F)(F)C(O)=O.O. (2) Given the product [Cl:23][C:24]1[CH:29]=[C:28]([C:2]2[CH:14]=[CH:13][C:5]([C:6]([O:8][C:9]([CH3:12])([CH3:11])[CH3:10])=[O:7])=[C:4]([NH:15][C:16]3[CH:21]=[CH:20][C:19]([F:22])=[CH:18][CH:17]=3)[CH:3]=2)[CH:27]=[CH:26][CH:25]=1, predict the reactants needed to synthesize it. The reactants are: Br[C:2]1[CH:14]=[CH:13][C:5]([C:6]([O:8][C:9]([CH3:12])([CH3:11])[CH3:10])=[O:7])=[C:4]([NH:15][C:16]2[CH:21]=[CH:20][C:19]([F:22])=[CH:18][CH:17]=2)[CH:3]=1.[Cl:23][C:24]1[CH:25]=[C:26](B(O)O)[CH:27]=[CH:28][CH:29]=1.C(=O)([O-])[O-].[Na+].[Na+]. (3) Given the product [NH2:1][C:4]1[CH:15]=[CH:14][C:7]2[CH2:8][CH2:9][CH2:10][CH2:11][C:12](=[O:13])[C:6]=2[CH:5]=1, predict the reactants needed to synthesize it. The reactants are: [N+:1]([C:4]1[CH:15]=[CH:14][C:7]2[CH2:8][CH2:9][CH2:10][CH2:11][C:12](=[O:13])[C:6]=2[CH:5]=1)([O-])=O.[H][H]. (4) Given the product [N+:11]([C:14]1[CH:19]=[C:18]([N+:20]([O-:22])=[O:21])[CH:17]=[CH:16][C:15]=1[S:23]([O:1][C:2]1[C:7](=[O:8])[CH:6]=[CH:5][N:4]([CH3:9])[C:3]=1[CH3:10])(=[O:25])=[O:24])([O-:13])=[O:12], predict the reactants needed to synthesize it. The reactants are: [OH:1][C:2]1[C:7](=[O:8])[CH:6]=[CH:5][N:4]([CH3:9])[C:3]=1[CH3:10].[N+:11]([C:14]1[CH:19]=[C:18]([N+:20]([O-:22])=[O:21])[CH:17]=[CH:16][C:15]=1[S:23](Cl)(=[O:25])=[O:24])([O-:13])=[O:12]. (5) The reactants are: [NH2:1][CH2:2][CH2:3][C:4]1[C:12]2[C:7](=[CH:8][CH:9]=[CH:10][CH:11]=2)[NH:6][CH:5]=1.C(N(CC)CC)C.[C:20](Cl)(Cl)=[S:21].[NH2:24][CH2:25][CH:26]1[CH2:31][CH2:30][C:29]([N:38]([CH3:40])[CH3:39])([C:32]2[CH:37]=[CH:36][CH:35]=[CH:34][CH:33]=2)[CH2:28][CH2:27]1. Given the product [CH3:39][N:38]([CH3:40])[C:29]1([C:32]2[CH:37]=[CH:36][CH:35]=[CH:34][CH:33]=2)[CH2:30][CH2:31][CH:26]([CH2:25][NH:24][C:20]([NH:1][CH2:2][CH2:3][C:4]2[C:12]3[C:7](=[CH:8][CH:9]=[CH:10][CH:11]=3)[NH:6][CH:5]=2)=[S:21])[CH2:27][CH2:28]1, predict the reactants needed to synthesize it. (6) The reactants are: Cl[C:2]([O:4][C:5]1[CH:10]=[CH:9][C:8]([N+:11]([O-:13])=[O:12])=[CH:7][CH:6]=1)=[O:3].[CH:14]1([C@H:17]([NH2:39])[C:18]([N:20]2[CH2:24][C:23]([C:25]3[CH:30]=[C:29]([F:31])[CH:28]=[CH:27][C:26]=3[F:32])=[CH:22][C@H:21]2[C:33]2[CH:38]=[CH:37][CH:36]=[CH:35][CH:34]=2)=[O:19])[CH2:16][CH2:15]1.C(N(CC)CC)C. Given the product [CH:14]1([C@H:17]([NH:39][C:2](=[O:3])[O:4][C:5]2[CH:10]=[CH:9][C:8]([N+:11]([O-:13])=[O:12])=[CH:7][CH:6]=2)[C:18]([N:20]2[CH2:24][C:23]([C:25]3[CH:30]=[C:29]([F:31])[CH:28]=[CH:27][C:26]=3[F:32])=[CH:22][C@H:21]2[C:33]2[CH:34]=[CH:35][CH:36]=[CH:37][CH:38]=2)=[O:19])[CH2:16][CH2:15]1, predict the reactants needed to synthesize it. (7) Given the product [F:47][C:48]([F:52])([F:51])[CH2:49][NH:50][CH2:15][C:17]1[N:18]=[C:19]([NH:22][C:23]([C:25]2[C:26]3[N:27]=[CH:28][CH:29]=[N:30][C:31]=3[C:32]([C:35]3[C:36]([Cl:46])=[C:37]([O:44][CH3:45])[CH:38]=[C:39]([O:42][CH3:43])[C:40]=3[Cl:41])=[CH:33][CH:34]=2)=[O:24])[NH:20][CH:21]=1, predict the reactants needed to synthesize it. The reactants are: C(O[BH-](OC(=O)C)OC(=O)C)(=O)C.[Na+].[CH:15]([C:17]1[N:18]=[C:19]([NH:22][C:23]([C:25]2[C:26]3[N:27]=[CH:28][CH:29]=[N:30][C:31]=3[C:32]([C:35]3[C:40]([Cl:41])=[C:39]([O:42][CH3:43])[CH:38]=[C:37]([O:44][CH3:45])[C:36]=3[Cl:46])=[CH:33][CH:34]=2)=[O:24])[NH:20][CH:21]=1)=O.[F:47][C:48]([F:52])([F:51])[CH2:49][NH2:50]. (8) Given the product [Br:19][C:15]1[CH:16]=[CH:17][C:12]([NH:11][CH2:10][C:4]2[CH:5]=[N:6][C:7]([O:8][CH3:9])=[C:2]([F:1])[CH:3]=2)=[N:13][C:14]=1[F:18], predict the reactants needed to synthesize it. The reactants are: [F:1][C:2]1[CH:3]=[C:4]([CH2:10][NH:11][C:12]2[CH:17]=[CH:16][CH:15]=[C:14]([F:18])[N:13]=2)[CH:5]=[N:6][C:7]=1[O:8][CH3:9].[Br:19]N1C(=O)CCC1=O.C(=O)([O-])[O-].[K+].[K+]. (9) Given the product [Cl:24][C:15]1[C:16]([O:22][CH3:23])=[CH:17][C:18]([O:20][CH3:21])=[CH:19][C:14]=1[N:12]1[CH2:13][C:8]2[CH:7]=[N:6][C:5]3[NH:27][C:2]([C:36]4[CH:37]=[N:38][N:39]([CH2:41][CH2:42][OH:43])[CH:40]=4)=[CH:3][C:4]=3[C:9]=2[N:10]([CH3:26])[C:11]1=[O:25], predict the reactants needed to synthesize it. The reactants are: Br[C:2]1[NH:27][C:5]2[N:6]=[CH:7][C:8]3[CH2:13][N:12]([C:14]4[CH:19]=[C:18]([O:20][CH3:21])[CH:17]=[C:16]([O:22][CH3:23])[C:15]=4[Cl:24])[C:11](=[O:25])[N:10]([CH3:26])[C:9]=3[C:4]=2[CH:3]=1.CC1(C)C(C)(C)OB([C:36]2[CH:37]=[N:38][N:39]([CH2:41][CH2:42][OH:43])[CH:40]=2)O1.ClCCl.C(=O)([O-])[O-].[K+].[K+].